This data is from Full USPTO retrosynthesis dataset with 1.9M reactions from patents (1976-2016). The task is: Predict the reactants needed to synthesize the given product. (1) Given the product [OH:43][C@@H:44]([CH:48]([CH3:50])[CH3:49])[C:45]([NH:1][C@@H:2]1[C:16](=[O:17])[N:15]2[CH2:18][C@H:19]([O:21][C:22]3[C:23]4[S:36][CH:35]=[CH:34][C:24]=4[N:25]=[C:26]([C:28]4[N:32]([CH3:33])[N:31]=[CH:30][CH:29]=4)[N:27]=3)[CH2:20][C@H:14]2[C:13](=[O:37])[NH:12][C@:11]2([C:39]([O:41][CH3:42])=[O:40])[CH2:38][C@H:10]2[CH:9]=[CH:8][CH2:7][CH2:6][CH2:5][CH2:4][CH2:3]1)=[O:46], predict the reactants needed to synthesize it. The reactants are: [NH2:1][C@@H:2]1[C:16](=[O:17])[N:15]2[CH2:18][C@H:19]([O:21][C:22]3[C:23]4[S:36][CH:35]=[CH:34][C:24]=4[N:25]=[C:26]([C:28]4[N:32]([CH3:33])[N:31]=[CH:30][CH:29]=4)[N:27]=3)[CH2:20][C@H:14]2[C:13](=[O:37])[NH:12][C@:11]2([C:39]([O:41][CH3:42])=[O:40])[CH2:38][C@H:10]2[CH:9]=[CH:8][CH2:7][CH2:6][CH2:5][CH2:4][CH2:3]1.[OH:43][C@@H:44]([CH:48]([CH3:50])[CH3:49])[C:45](O)=[O:46]. (2) The reactants are: [CH2:1]([O:3][C:4](=[O:16])[C:5]([NH:7][CH2:8][C:9]([O:11][CH2:12][CH2:13][CH2:14][CH3:15])=[O:10])=O)[CH3:2].O=P12OP3(OP(OP(O3)(O1)=O)(=O)O2)=O.O. Given the product [CH2:12]([O:11][C:9]1[O:10][C:5]([C:4]([O:3][CH2:1][CH3:2])=[O:16])=[N:7][CH:8]=1)[CH2:13][CH2:14][CH3:15], predict the reactants needed to synthesize it.